Dataset: Reaction yield outcomes from USPTO patents with 853,638 reactions. Task: Predict the reaction yield, written as a fraction of the theoretical maximum amount of product (1.0 means a 100% yield; for example, 0.34 means a 34% yield). The reactants are [Br:1][C:2]1[CH:7]=[CH:6][C:5]([C:8]([CH3:19])([C:14](OCC)=[O:15])[C:9](OCC)=[O:10])=[CH:4][CH:3]=1.[H-].[Al+3].[Li+].[H-].[H-].[H-]. The catalyst is C1COCC1. The product is [Br:1][C:2]1[CH:3]=[CH:4][C:5]([C:8]([CH3:19])([CH2:14][OH:15])[CH2:9][OH:10])=[CH:6][CH:7]=1. The yield is 0.790.